This data is from Catalyst prediction with 721,799 reactions and 888 catalyst types from USPTO. The task is: Predict which catalyst facilitates the given reaction. (1) Reactant: [NH:1]=[C:2]1[C:7]([CH3:8])=[N:6][CH:5]=[C:4]([CH3:9])[N:3]1[NH2:10].CC1C=C(C)C=C(C)C=1S([O-])(=O)=O.C(N(CC)CC)C.Cl[C:32](=[O:40])[CH:33]([CH3:39])[CH2:34][C:35]([O:37][CH3:38])=[O:36]. Product: [NH2:10][N:3]1[C:4]([CH3:9])=[CH:5][N:6]=[C:7]([CH3:8])/[C:2]/1=[N:1]/[C:32](=[O:40])[CH:33]([CH3:39])[CH2:34][C:35]([O:37][CH3:38])=[O:36]. The catalyst class is: 10. (2) Reactant: O[C:2]1([CH3:18])[N:6]([C:7]([O:9][CH2:10][CH:11]=[CH2:12])=[O:8])[C@@H:5]([C:13]([O:15]CC)=[O:14])[CH2:4][CH2:3]1. Product: [CH2:10]([O:9][C:7]([N:6]1[CH:2]([CH3:18])[CH2:3][CH2:4][C@@H:5]1[C:13]([OH:15])=[O:14])=[O:8])[CH:11]=[CH2:12]. The catalyst class is: 55. (3) Reactant: [O:1]1CCO[CH:2]1[C:6]1[CH:11]=[CH:10][C:9]([C:12](=[O:18])[CH2:13][CH2:14][CH2:15][CH2:16][CH3:17])=[CH:8][CH:7]=1.Cl.CCOC(C)=O. Product: [C:12]([C:9]1[CH:10]=[CH:11][C:6]([CH:2]=[O:1])=[CH:7][CH:8]=1)(=[O:18])[CH2:13][CH2:14][CH2:15][CH2:16][CH3:17]. The catalyst class is: 1. (4) Reactant: Cl.[CH:2]([CH:15]1[C:20](=[O:21])[CH2:19][CH2:18][NH:17][CH2:16]1)([C:9]1[CH:14]=[CH:13][CH:12]=[CH:11][CH:10]=1)[C:3]1[CH:8]=[CH:7][CH:6]=[CH:5][CH:4]=1.[CH3:22][O:23][C:24]1[CH:29]=[CH:28][CH:27]=[CH:26][C:25]=1[N:30]=[C:31]=[S:32].C(N(CC)CC)C. Product: [CH:2]([CH:15]1[C:20](=[O:21])[CH2:19][CH2:18][N:17]([C:31](=[S:32])[NH:30][C:25]2[CH:26]=[CH:27][CH:28]=[CH:29][C:24]=2[O:23][CH3:22])[CH2:16]1)([C:9]1[CH:14]=[CH:13][CH:12]=[CH:11][CH:10]=1)[C:3]1[CH:4]=[CH:5][CH:6]=[CH:7][CH:8]=1. The catalyst class is: 4. (5) Reactant: [NH2:1][C@@H:2]([CH2:33][C:34]1[CH:39]=[CH:38][CH:37]=[CH:36][CH:35]=1)[C@@H:3]([OH:32])[CH2:4][C@@H:5]([NH:19][C:20]([C@@H:22]([NH:27][C:28](=[O:31])[O:29][CH3:30])[C:23]([CH3:26])([CH3:25])[CH3:24])=[O:21])[CH2:6][C:7]1[CH:12]=[CH:11][C:10]([C:13]2[CH:18]=[CH:17][CH:16]=[CH:15][N:14]=2)=[CH:9][CH:8]=1.[CH3:40][C:41]([CH3:61])([CH3:60])[C@H:42]([N:46]1[CH2:50][CH2:49][N:48]([CH2:51][C:52]2[C:53]([CH3:58])=[N:54][CH:55]=[CH:56][CH:57]=2)[C:47]1=[O:59])[C:43](O)=[O:44].CCOP(ON1N=NC2C=CC=CC=2C1=O)(OCC)=O.C(N(CC)C(C)C)(C)C. Product: [CH3:40][C:41]([CH3:61])([CH3:60])[C@H:42]([N:46]1[CH2:50][CH2:49][N:48]([CH2:51][C:52]2[C:53]([CH3:58])=[N:54][CH:55]=[CH:56][CH:57]=2)[C:47]1=[O:59])[C:43]([NH:1][C@@H:2]([CH2:33][C:34]1[CH:35]=[CH:36][CH:37]=[CH:38][CH:39]=1)[C@@H:3]([OH:32])[CH2:4][C@@H:5]([NH:19][C:20]([C@@H:22]([NH:27][C:28](=[O:31])[O:29][CH3:30])[C:23]([CH3:26])([CH3:25])[CH3:24])=[O:21])[CH2:6][C:7]1[CH:12]=[CH:11][C:10]([C:13]2[CH:18]=[CH:17][CH:16]=[CH:15][N:14]=2)=[CH:9][CH:8]=1)=[O:44]. The catalyst class is: 1. (6) Reactant: [CH:1]1([N:4]2[C:8]3[CH:9]=[CH:10][CH:11]=[CH:12][C:7]=3[N:6]([CH2:13][CH2:14][CH2:15][N:16]3[CH2:47][CH2:46][C:19]4([N:23]([C:24]5[CH:29]=[CH:28][C:27]([F:30])=[CH:26][CH:25]=5)[CH2:22][N:21]([CH2:31][C:32]5[CH:44]=[CH:43][CH:42]=[CH:41][C:33]=5[C:34]([O:36]C(C)(C)C)=[O:35])[C:20]4=[O:45])[CH2:18][CH2:17]3)[C:5]2=[O:48])[CH2:3][CH2:2]1. Product: [CH:1]1([N:4]2[C:8]3[CH:9]=[CH:10][CH:11]=[CH:12][C:7]=3[N:6]([CH2:13][CH2:14][CH2:15][N:16]3[CH2:47][CH2:46][C:19]4([N:23]([C:24]5[CH:29]=[CH:28][C:27]([F:30])=[CH:26][CH:25]=5)[CH2:22][N:21]([CH2:31][C:32]5[CH:44]=[CH:43][CH:42]=[CH:41][C:33]=5[C:34]([OH:36])=[O:35])[C:20]4=[O:45])[CH2:18][CH2:17]3)[C:5]2=[O:48])[CH2:2][CH2:3]1. The catalyst class is: 89. (7) Product: [ClH:38].[NH2:7][CH2:8][CH2:9][CH2:10][CH2:11][CH2:12][NH:13][C:14](=[O:36])[CH2:15][CH2:16][CH2:17][CH2:18][CH2:19][NH:20][C:21](=[O:35])[CH2:22][CH2:23][CH2:24][CH2:25][C@H:26]1[C@@H:33]2[C@@H:29]([NH:30][C:31](=[O:34])[NH:32]2)[CH2:28][S:27]1. Reactant: C(OC(=O)[NH:7][CH2:8][CH2:9][CH2:10][CH2:11][CH2:12][NH:13][C:14](=[O:36])[CH2:15][CH2:16][CH2:17][CH2:18][CH2:19][NH:20][C:21](=[O:35])[CH2:22][CH2:23][CH2:24][CH2:25][C@H:26]1[C@@H:33]2[C@@H:29]([NH:30][C:31](=[O:34])[NH:32]2)[CH2:28][S:27]1)(C)(C)C.[Cl:38]CCl.Cl. The catalyst class is: 459. (8) Reactant: [F:1][C:2]([F:25])([F:24])[C:3]1[CH:4]=[C:5]([CH:9]2[CH2:14][NH:13][CH2:12][CH:11]([NH:15][C:16](=[O:23])[C:17]3[CH:22]=[CH:21][CH:20]=[CH:19][CH:18]=3)[CH2:10]2)[CH:6]=[CH:7][CH:8]=1.[N:26]1([C:32](Cl)=[O:33])[CH2:31][CH2:30][O:29][CH2:28][CH2:27]1.C(N(CC)CC)C.O. Product: [N:26]1([C:32]([N:13]2[CH2:14][CH:9]([C:5]3[CH:6]=[CH:7][CH:8]=[C:3]([C:2]([F:24])([F:1])[F:25])[CH:4]=3)[CH2:10][CH:11]([NH:15][C:16]([C:17]3[CH:22]=[CH:21][CH:20]=[CH:19][CH:18]=3)=[O:23])[CH2:12]2)=[O:33])[CH2:31][CH2:30][O:29][CH2:28][CH2:27]1. The catalyst class is: 4.